From a dataset of Full USPTO retrosynthesis dataset with 1.9M reactions from patents (1976-2016). Predict the reactants needed to synthesize the given product. (1) Given the product [Br:1][C:2]1[CH:3]=[CH:4][C:5]([N:8]2[CH:9]=[N:21][N:20]=[N:19]2)=[N:6][CH:7]=1, predict the reactants needed to synthesize it. The reactants are: [Br:1][C:2]1[CH:3]=[CH:4][C:5]([NH2:8])=[N:6][CH:7]=1.[CH:9](OCC)(OCC)OCC.[N-:19]=[N+:20]=[N-:21].[Na+]. (2) Given the product [C:22]([N:1]1[CH2:2][CH2:3][C:4]2([O:11][C:10]3[C:12]4[C:17]([C:18](=[O:21])[C:19](=[O:20])[C:9]=3[S:8][CH2:7]2)=[CH:16][CH:15]=[CH:14][CH:13]=4)[CH2:5][CH2:6]1)(=[O:24])[CH3:23], predict the reactants needed to synthesize it. The reactants are: [NH:1]1[CH2:6][CH2:5][C:4]2([O:11][C:10]3[C:12]4[C:17]([C:18](=[O:21])[C:19](=[O:20])[C:9]=3[S:8][CH2:7]2)=[CH:16][CH:15]=[CH:14][CH:13]=4)[CH2:3][CH2:2]1.[C:22](Cl)(=[O:24])[CH3:23].C(N(CC)CC)C. (3) Given the product [Cl:11][C:12]1[CH:13]=[C:14]([O:10][CH:9]2[CH2:8][NH:7][CH2:6][C:5]3[S:1][CH:2]=[CH:3][C:4]2=3)[CH:15]=[CH:16][C:17]=1[Cl:18], predict the reactants needed to synthesize it. The reactants are: [S:1]1[C:5]2[CH2:6][NH:7][CH2:8][CH:9]([OH:10])[C:4]=2[CH:3]=[CH:2]1.[Cl:11][C:12]1[CH:13]=[C:14](F)[CH:15]=[CH:16][C:17]=1[Cl:18]. (4) Given the product [NH2:30][C@H:31]([C:37]([OH:39])=[O:38])[CH2:32][CH2:33][CH2:34][CH2:35][NH2:36].[OH:1][CH:2]1[CH2:7][CH2:6][C:5]([C:8]2[CH:9]=[C:10]([CH:27]=[CH:28][CH:29]=2)[CH2:11][O:12][C:13]2[CH:14]=[CH:15][C:16]([CH:19]([C:24]#[C:25][CH3:26])[CH2:20][C:21]([O-:23])=[O:22])=[CH:17][CH:18]=2)=[CH:4][CH2:3]1, predict the reactants needed to synthesize it. The reactants are: [OH:1][CH:2]1[CH2:7][CH2:6][C:5]([C:8]2[CH:9]=[C:10]([CH:27]=[CH:28][CH:29]=2)[CH2:11][O:12][C:13]2[CH:18]=[CH:17][C:16]([CH:19]([C:24]#[C:25][CH3:26])[CH2:20][C:21]([OH:23])=[O:22])=[CH:15][CH:14]=2)=[CH:4][CH2:3]1.[NH2:30][C@H:31]([C:37]([OH:39])=[O:38])[CH2:32][CH2:33][CH2:34][CH2:35][NH2:36].